Dataset: Forward reaction prediction with 1.9M reactions from USPTO patents (1976-2016). Task: Predict the product of the given reaction. (1) Given the reactants [C:1]1([C:7]2[N:11]([S:12]([C:15]3[CH:20]=[CH:19][CH:18]=[C:17]([OH:21])[CH:16]=3)(=[O:14])=[O:13])[CH:10]=[C:9]([CH2:22][N:23]([CH3:31])[C:24](=[O:30])[O:25][C:26]([CH3:29])([CH3:28])[CH3:27])[CH:8]=2)[CH2:6][CH2:5][CH2:4][CH2:3][CH:2]=1.C(=O)([O-])[O-].[Cs+].[Cs+].Br[CH2:39][C:40]([O:42][CH2:43][CH3:44])=[O:41], predict the reaction product. The product is: [C:26]([O:25][C:24]([N:23]([CH2:22][C:9]1[CH:8]=[C:7]([C:1]2[CH2:6][CH2:5][CH2:4][CH2:3][CH:2]=2)[N:11]([S:12]([C:15]2[CH:16]=[C:17]([CH:18]=[CH:19][CH:20]=2)[O:21][CH2:39][C:40]([O:42][CH2:43][CH3:44])=[O:41])(=[O:13])=[O:14])[CH:10]=1)[CH3:31])=[O:30])([CH3:27])([CH3:28])[CH3:29]. (2) Given the reactants N[C:2]1[N:11]=[CH:10][C:9]2[C:8](=[O:12])[NH:7][CH:6]=[N:5][C:4]=2[CH:3]=1.N([O-])=O.[Na+].C([O-])([O-])=O.[Na+].[Na+].[H+].[B-](F)(F)(F)[F:25], predict the reaction product. The product is: [F:25][C:2]1[N:11]=[CH:10][C:9]2[C:8](=[O:12])[NH:7][CH:6]=[N:5][C:4]=2[CH:3]=1. (3) Given the reactants Br[CH2:2][CH2:3]Br.Cl.[CH3:6][O:7][C:8](=[O:15])[C@@H:9]([C:11]([SH:14])([CH3:13])[CH3:12])[NH2:10].N12CCCN=C1CCCCC2.C([O-])(O)=O.[Na+], predict the reaction product. The product is: [CH3:12][C:11]1([CH3:13])[S:14][CH2:3][CH2:2][NH:10][C@H:9]1[C:8]([O:7][CH3:6])=[O:15]. (4) The product is: [CH2:15]([O:17][C:18]([C:20]1([CH2:25][C:26]2[CH:35]=[CH:34][C:33]3[C:28](=[CH:29][CH:30]=[C:31]([O:36][CH2:12][C:10]4[N:11]=[C:7]([C:1]5[CH:6]=[CH:5][CH:4]=[CH:3][CH:2]=5)[O:8][C:9]=4[CH3:14])[CH:32]=3)[CH:27]=2)[CH2:24][CH2:23][CH2:22][O:21]1)=[O:19])[CH3:16]. Given the reactants [C:1]1([C:7]2[O:8][C:9]([CH3:14])=[C:10]([CH2:12]Cl)[N:11]=2)[CH:6]=[CH:5][CH:4]=[CH:3][CH:2]=1.[CH2:15]([O:17][C:18]([C:20]1([CH2:25][C:26]2[CH:35]=[CH:34][C:33]3[C:28](=[CH:29][CH:30]=[C:31]([OH:36])[CH:32]=3)[CH:27]=2)[CH2:24][CH2:23][CH2:22][O:21]1)=[O:19])[CH3:16].C(=O)([O-])[O-].[Cs+].[Cs+], predict the reaction product. (5) Given the reactants [Cl:1][CH2:2][CH2:3][CH2:4][S:5](Cl)(=[O:7])=[O:6].C(Cl)Cl.[OH-].[NH4+:13], predict the reaction product. The product is: [Cl:1][CH2:2][CH2:3][CH2:4][S:5]([NH2:13])(=[O:7])=[O:6].[S:5]1(=[O:7])(=[O:6])[CH2:4][CH2:3][CH2:2][NH:13]1.